This data is from Reaction yield outcomes from USPTO patents with 853,638 reactions. The task is: Predict the reaction yield, written as a fraction of the theoretical maximum amount of product (1.0 means a 100% yield; for example, 0.34 means a 34% yield). (1) The reactants are [CH3:1][C:2]([C:4]1[CH:9]=[CH:8][C:7]([I:10])=[CH:6][CH:5]=1)=O.O.[C:12]([OH:16])(=O)[CH:13]=O.[OH-].[NH4+].[CH3:19][NH:20][NH2:21]. The catalyst is C(O)(=O)C.C(OCC)(=O)C. The product is [I:10][C:7]1[CH:8]=[CH:9][C:4]([C:2]2[CH:1]=[CH:13][C:12](=[O:16])[N:20]([CH3:19])[N:21]=2)=[CH:5][CH:6]=1. The yield is 0.540. (2) The yield is 0.770. The product is [N:15]1([C:2]2[CH:14]=[CH:13][C:5]([C:6]([O:8][C:9]([CH3:12])([CH3:11])[CH3:10])=[O:7])=[CH:4][CH:3]=2)[CH2:20][CH2:19][NH:18][CH2:17][CH2:16]1. The catalyst is C1(C)C=CC=CC=1.C([O-])(=O)C.[Pd+2].C([O-])(=O)C.C1C=CC(P(C2C=CC3C(=CC=CC=3)C=2C2C3C(=CC=CC=3)C=CC=2P(C2C=CC=CC=2)C2C=CC=CC=2)C2C=CC=CC=2)=CC=1.O. The reactants are Br[C:2]1[CH:14]=[CH:13][C:5]([C:6]([O:8][C:9]([CH3:12])([CH3:11])[CH3:10])=[O:7])=[CH:4][CH:3]=1.[NH:15]1[CH2:20][CH2:19][NH:18][CH2:17][CH2:16]1.CC(C)([O-])C.[Na+].C(OCC)(=O)C. (3) The product is [CH3:13][O:14][C:15]1[CH:16]=[CH:17][C:18]([C:21]2[N:22]=[C:23]([CH:34]3[CH2:39][CH2:38][CH2:37][N:36]([C:5](=[O:11])[N:48]([OH:49])[CH3:47])[CH2:35]3)[O:24][C:25]=2[C:26]2[CH:31]=[CH:30][C:29]([O:32][CH3:33])=[CH:28][CH:27]=2)=[CH:19][CH:20]=1. The reactants are ClC(Cl)(O[C:5](=[O:11])OC(Cl)(Cl)Cl)Cl.[CH3:13][O:14][C:15]1[CH:20]=[CH:19][C:18]([C:21]2[N:22]=[C:23]([CH:34]3[CH2:39][CH2:38][CH2:37][NH:36][CH2:35]3)[O:24][C:25]=2[C:26]2[CH:31]=[CH:30][C:29]([O:32][CH3:33])=[CH:28][CH:27]=2)=[CH:17][CH:16]=1.N1C=CC=CC=1.Cl.[CH3:47][NH:48][OH:49].C(N(CC)CC)C.[NH4+]. The catalyst is ClCCl. The yield is 0.580. (4) The reactants are C[O:2][C:3]([C:5]1[C:6]([C:13]2[C:18]([Cl:19])=[CH:17][CH:16]=[CH:15][C:14]=2[Cl:20])=[N:7][O:8][C:9]=1[CH:10]1[CH2:12][CH2:11]1)=O.CC(C[AlH]CC(C)C)C. The catalyst is C1COCC1.C1(C)C=CC=CC=1. The product is [CH:10]1([C:9]2[O:8][N:7]=[C:6]([C:13]3[C:14]([Cl:20])=[CH:15][CH:16]=[CH:17][C:18]=3[Cl:19])[C:5]=2[CH2:3][OH:2])[CH2:12][CH2:11]1. The yield is 0.930. (5) The reactants are [OH-].[K+].[CH3:3][CH:4]([S:6]([C:9]1[CH:10]=[C:11]2[C:16](=[CH:17][C:18]=1[O:19][CH3:20])[N:15]=[C:14]([C:21]1[CH:26]=[CH:25][CH:24]=[C:23]([C:27]([F:30])([F:29])[F:28])[CH:22]=1)[C:13]([CH2:31][N:32]1[CH2:37][CH2:36][CH:35]([N:38]3[CH2:43][CH2:42][O:41][CH2:40][CH2:39]3)[CH2:34][CH2:33]1)=[C:12]2[C:44]([O:46]C)=[O:45])(=[O:8])=[O:7])[CH3:5]. The catalyst is CO.O. The product is [CH3:5][CH:4]([S:6]([C:9]1[CH:10]=[C:11]2[C:16](=[CH:17][C:18]=1[O:19][CH3:20])[N:15]=[C:14]([C:21]1[CH:26]=[CH:25][CH:24]=[C:23]([C:27]([F:30])([F:29])[F:28])[CH:22]=1)[C:13]([CH2:31][N:32]1[CH2:37][CH2:36][CH:35]([N:38]3[CH2:43][CH2:42][O:41][CH2:40][CH2:39]3)[CH2:34][CH2:33]1)=[C:12]2[C:44]([OH:46])=[O:45])(=[O:8])=[O:7])[CH3:3]. The yield is 0.890. (6) The reactants are Cl[C:2]1[C:3]2[C:10](=[CH:11][C:12]3[NH:13][C:14]([CH3:27])=[C:15]([CH2:18][CH2:19][CH2:20][N:21]4[CH2:26][CH2:25][O:24][CH2:23][CH2:22]4)[C:16]=3[CH3:17])[C:9](=[O:28])[NH:8][C:4]=2[N:5]=[CH:6][N:7]=1.[C:29]([C:31]1[CH:32]=[C:33]([CH:35]=[CH:36][CH:37]=1)[NH2:34])#[CH:30].Cl. No catalyst specified. The product is [CH3:17][C:16]1[C:15]([CH2:18][CH2:19][CH2:20][N:21]2[CH2:22][CH2:23][O:24][CH2:25][CH2:26]2)=[C:14]([CH3:27])[NH:13][C:12]=1[CH:11]=[C:10]1[C:3]2[C:2]([NH:34][C:33]3[CH:35]=[CH:36][CH:37]=[C:31]([C:29]#[CH:30])[CH:32]=3)=[N:7][CH:6]=[N:5][C:4]=2[NH:8][C:9]1=[O:28]. The yield is 0.0700. (7) The reactants are [Cl-].C([N+]1C=CC(C(=O)NCC(C2C=CC=CC=2)COCC2C=CC(C(F)(F)F)=C(C(F)(F)F)C=2)=CC=1)C1C=CC=CC=1.[OH:43][C:44]1[CH:52]=[CH:51][C:47]([C:48]([OH:50])=O)=[CH:46][CH:45]=1.Cl.[F:54][C:55]([F:79])([F:78])[C:56]1[CH:57]=[C:58]([CH:71]=[C:72]([C:74]([F:77])([F:76])[F:75])[CH:73]=1)[CH2:59][O:60][CH2:61][CH:62]([C:65]1[CH:70]=[CH:69][CH:68]=[CH:67][CH:66]=1)[CH2:63][NH2:64].C(N(CC)CC)C.CCN=C=NCCCN(C)C.Cl. The yield is 0.610. The product is [F:54][C:55]([F:78])([F:79])[C:56]1[CH:57]=[C:58]([CH:71]=[C:72]([C:74]([F:75])([F:77])[F:76])[CH:73]=1)[CH2:59][O:60][CH2:61][CH:62]([C:65]1[CH:70]=[CH:69][CH:68]=[CH:67][CH:66]=1)[CH2:63][NH:64][C:48](=[O:50])[C:47]1[CH:46]=[CH:45][C:44]([OH:43])=[CH:52][CH:51]=1. The catalyst is C(Cl)Cl. (8) The reactants are [C:1]([N:8]([C:33]([O:35][C:36]([CH3:39])([CH3:38])[CH3:37])=[O:34])[C:9]1[N:14]=[C:13]([C:15]2[CH:20]=[CH:19][N:18]=[CH:17][C:16]=2[NH:21]C(=O)OCC2C=CC=CC=2)[CH:12]=[C:11]([CH3:32])[N:10]=1)([O:3][C:4]([CH3:7])([CH3:6])[CH3:5])=[O:2]. The catalyst is CCOC(C)=O.[Pd]. The product is [NH2:21][C:16]1[CH:17]=[N:18][CH:19]=[CH:20][C:15]=1[C:13]1[CH:12]=[C:11]([CH3:32])[N:10]=[C:9]([N:8]([C:33]([O:35][C:36]([CH3:39])([CH3:38])[CH3:37])=[O:34])[C:1]([O:3][C:4]([CH3:6])([CH3:7])[CH3:5])=[O:2])[N:14]=1. The yield is 0.900. (9) The reactants are [NH2:1][C:2]1[CH:11]=[CH:10][CH:9]=[C:8]2[C:3]=1[CH:4]=[CH:5][N:6]=[CH:7]2.[C:12]([O:16][C:17]([N:19]1[CH2:24][CH2:23][CH2:22][CH:21](N)[CH2:20]1)=[O:18])([CH3:15])([CH3:14])[CH3:13].[O-]S([O-])(=O)=O.[Na+].[Na+].[BH-](OC(C)=O)(OC(C)=O)OC(C)=O.[Na+].C([O-])([O-])=O.[K+].[K+]. The catalyst is CC(O)=O. The product is [C:12]([O:16][C:17]([N:19]1[CH2:24][CH2:23][CH2:22][CH:21]([NH:1][C:2]2[CH:11]=[CH:10][CH:9]=[C:8]3[C:3]=2[CH:4]=[CH:5][N:6]=[CH:7]3)[CH2:20]1)=[O:18])([CH3:15])([CH3:13])[CH3:14]. The yield is 0.530.